Dataset: Reaction yield outcomes from USPTO patents with 853,638 reactions. Task: Predict the reaction yield, written as a fraction of the theoretical maximum amount of product (1.0 means a 100% yield; for example, 0.34 means a 34% yield). (1) The reactants are CCN(C(C)C)C(C)C.[CH:10]1([N:15]2[CH:19]=[C:18]([C:20]([OH:22])=O)[N:17]=[N:16]2)[CH2:14][CH2:13][CH2:12][CH2:11]1.C1(N)CCCC1.C1C=CC2N(O)N=NC=2C=1.CCN=C=NCCCN(C)C.Cl.[NH2:51][CH2:52][C:53]([N:55]1[CH2:60][CH2:59][CH:58]([O:61][C:62]2[CH:63]=[N:64][CH:65]=[C:66]([Cl:68])[CH:67]=2)[CH2:57][CH2:56]1)=[O:54]. The catalyst is CN(C=O)C.O. The product is [Cl:68][C:66]1[CH:67]=[C:62]([O:61][CH:58]2[CH2:57][CH2:56][N:55]([C:53](=[O:54])[CH2:52][NH:51][C:20]([C:18]3[N:17]=[N:16][N:15]([CH:10]4[CH2:11][CH2:12][CH2:13][CH2:14]4)[CH:19]=3)=[O:22])[CH2:60][CH2:59]2)[CH:63]=[N:64][CH:65]=1. The yield is 0.550. (2) The reactants are [OH:1][C@H:2]1[C@H:7]([CH3:8])[CH2:6][CH2:5][C@@H:4]([NH:9][C:10]2[C:15]([C:16]#[N:17])=[CH:14][N:13]=[C:12]([S:18][CH3:19])[N:11]=2)[CH2:3]1.[OH-:20].[Na+].OO. The catalyst is CS(C)=O. The product is [OH:1][C@H:2]1[C@H:7]([CH3:8])[CH2:6][CH2:5][C@@H:4]([NH:9][C:10]2[C:15]([C:16]([NH2:17])=[O:20])=[CH:14][N:13]=[C:12]([S:18][CH3:19])[N:11]=2)[CH2:3]1. The yield is 0.729. (3) The reactants are [NH2:1][C:2]1[CH:3]=[C:4]2[C:8](=[CH:9][C:10]=1[O:11][CH3:12])[C:7](=[O:13])[N:6]([CH2:14][C:15]([O:17][CH3:18])=[O:16])[C:5]2=[O:19].[CH3:20][S:21](Cl)(=[O:23])=[O:22]. The catalyst is N1C=CC=CC=1. The product is [CH3:12][O:11][C:10]1[CH:9]=[C:8]2[C:4](=[CH:3][C:2]=1[NH:1][S:21]([CH3:20])(=[O:23])=[O:22])[C:5](=[O:19])[N:6]([CH2:14][C:15]([O:17][CH3:18])=[O:16])[C:7]2=[O:13]. The yield is 0.760. (4) The reactants are C[O:2][C:3]([C:5]1[CH:6]=[N:7][C:8]([O:19][CH2:20][C:21]([F:24])([F:23])[F:22])=[C:9]([C:11]2[CH:16]=[CH:15][C:14]([Cl:17])=[C:13]([F:18])[CH:12]=2)[CH:10]=1)=O.O.[NH2:26][NH2:27].C([O-])([O-])=O.[Na+].[Na+]. The catalyst is C(O)C. The product is [Cl:17][C:14]1[CH:15]=[CH:16][C:11]([C:9]2[CH:10]=[C:5]([C:3]([NH:26][NH2:27])=[O:2])[CH:6]=[N:7][C:8]=2[O:19][CH2:20][C:21]([F:24])([F:23])[F:22])=[CH:12][C:13]=1[F:18]. The yield is 0.650. (5) The reactants are [Cl:1][C:2]1[CH:3]=[C:4]([CH2:13][C:14]([OH:16])=[O:15])[CH:5]=[C:6]([O:8][C:9]([F:12])([F:11])[F:10])[CH:7]=1.C([O-])(O)=O.[Na+].[CH3:22][CH2:23]O. The catalyst is S(=O)(=O)(O)O. The product is [Cl:1][C:2]1[CH:3]=[C:4]([CH2:13][C:14]([O:16][CH2:22][CH3:23])=[O:15])[CH:5]=[C:6]([O:8][C:9]([F:12])([F:11])[F:10])[CH:7]=1. The yield is 0.960. (6) The reactants are [C:1]1([C:15]2[CH:20]=[CH:19][CH:18]=[CH:17][CH:16]=2)[CH:6]=[CH:5][C:4]([C:7]2[N:8]=[C:9]([CH2:12][CH2:13][NH2:14])[NH:10][CH:11]=2)=[CH:3][CH:2]=1.[S:21](Cl)([OH:24])(=O)=[O:22].[CH3:26][CH2:27][CH2:28][CH3:29].C(=O)([O-])[O-].[K+].[K+]. The catalyst is CN(C=O)C. The product is [C:1]1([C:15]2[CH:16]=[CH:17][CH:18]=[CH:19][CH:20]=2)[CH:6]=[CH:5][C:4]([C:7]2[N:8]=[C:9]([CH2:12][CH2:13][NH:14][S:21]([CH2:26][CH2:27][CH2:28][CH3:29])(=[O:24])=[O:22])[NH:10][CH:11]=2)=[CH:3][CH:2]=1. The yield is 0.190.